This data is from Catalyst prediction with 721,799 reactions and 888 catalyst types from USPTO. The task is: Predict which catalyst facilitates the given reaction. (1) Reactant: C(OC([N:8]1[C:16]2[C:11](=[CH:12][CH:13]=[CH:14][CH:15]=2)[C:10]([CH2:17][CH2:18][CH2:19][NH:20][C:21](=[O:33])[C@@H:22]([NH:25]C(OC(C)(C)C)=O)[CH2:23][CH3:24])=[CH:9]1)=O)(C)(C)C.ClCCl.Cl. Product: [NH2:25][C@@H:22]([CH2:23][CH3:24])[C:21]([NH:20][CH2:19][CH2:18][CH2:17][C:10]1[C:11]2[C:16](=[CH:15][CH:14]=[CH:13][CH:12]=2)[NH:8][CH:9]=1)=[O:33]. The catalyst class is: 27. (2) Reactant: [CH2:1]=[CH:2][C:3]1[CH:8]=[CH:7][CH:6]=[CH:5][CH:4]=1.[CH:9]([C:11]1[CH:16]=[CH:15][CH:14]=[CH:13][N:12]=1)=[CH2:10].C1COCC1.O=O. Product: [CH2:1]=[CH:2][C:3]1[CH:8]=[CH:7][CH:6]=[CH:5][CH:4]=1.[CH:9]([C:11]1[CH:16]=[CH:15][CH:14]=[CH:13][N:12]=1)=[CH2:10]. The catalyst class is: 5. (3) Reactant: [Cl:1][C:2]1[CH:7]=[CH:6][N:5]=[C:4]([O:8]C)[C:3]=1[C:10]1[NH:28][C:13]2=[CH:14][C:15]3[C:16](=[O:27])[N:17]([CH2:22][C@@H:23]([OH:26])[CH2:24][OH:25])[C:18](=[O:21])[C:19]=3[CH:20]=[C:12]2[N:11]=1.Cl. Product: [Cl:1][C:2]1[CH:7]=[CH:6][NH:5][C:4](=[O:8])[C:3]=1[C:10]1[NH:11][C:12]2=[CH:20][C:19]3[C:18](=[O:21])[N:17]([CH2:22][C@@H:23]([OH:26])[CH2:24][OH:25])[C:16](=[O:27])[C:15]=3[CH:14]=[C:13]2[N:28]=1. The catalyst class is: 12.